From a dataset of Forward reaction prediction with 1.9M reactions from USPTO patents (1976-2016). Predict the product of the given reaction. (1) Given the reactants [C:1]([O:5][C:6](=[O:34])[C:7](=[CH:19][C@H:20]1[CH2:25][CH2:24][C@H:23]([NH:26][C:27]([O:29][C:30]([CH3:33])([CH3:32])[CH3:31])=[O:28])[CH2:22][CH2:21]1)[CH2:8][C:9]([O:11]CC1C=CC=CC=1)=[O:10])([CH3:4])([CH3:3])[CH3:2], predict the reaction product. The product is: [C:1]([O:5][C:6](=[O:34])[CH:7]([CH2:19][C@H:20]1[CH2:25][CH2:24][C@H:23]([NH:26][C:27]([O:29][C:30]([CH3:33])([CH3:32])[CH3:31])=[O:28])[CH2:22][CH2:21]1)[CH2:8][C:9]([OH:11])=[O:10])([CH3:3])([CH3:4])[CH3:2]. (2) Given the reactants [Cl-].[Al+3].[Cl-].[Cl-].[Cl:5][C:6]1[CH:11]=[CH:10][CH:9]=[CH:8][C:7]=1[Cl:12].[C:13](Cl)(=[O:18])[CH2:14][CH2:15][CH2:16][CH3:17], predict the reaction product. The product is: [Cl:5][C:6]1[CH:11]=[C:10]([C:13](=[O:18])[CH2:14][CH2:15][CH2:16][CH3:17])[CH:9]=[CH:8][C:7]=1[Cl:12]. (3) Given the reactants [CH3:1][N:2]([CH3:13])[C:3]1[O:7][N:6]=[C:5]([C:8]([O:10]CC)=[O:9])[N:4]=1.[Li+].[OH-], predict the reaction product. The product is: [CH3:1][N:2]([CH3:13])[C:3]1[O:7][N:6]=[C:5]([C:8]([OH:10])=[O:9])[N:4]=1.